This data is from Forward reaction prediction with 1.9M reactions from USPTO patents (1976-2016). The task is: Predict the product of the given reaction. (1) Given the reactants C(=O)([O-])[O-].[Cs+].[Cs+].Br[C:8]1[CH:9]=[N:10][CH:11]=[C:12]([O:14][CH3:15])[CH:13]=1.[C:16]([O:20][C:21]([NH:23][CH2:24][CH2:25][B-](F)(F)F)=[O:22])([CH3:19])([CH3:18])[CH3:17].[K+].C12(P(C34CC5CC(CC(C5)C3)C4)CCCC)CC3CC(CC(C3)C1)C2, predict the reaction product. The product is: [C:16]([O:20][C:21](=[O:22])[NH:23][CH2:24][CH2:25][C:8]1[CH:9]=[N:10][CH:11]=[C:12]([O:14][CH3:15])[CH:13]=1)([CH3:19])([CH3:18])[CH3:17]. (2) Given the reactants [Cl:1][C:2]1[CH:7]=[CH:6][C:5]([NH:8][C:9](=[O:14])[C:10]([F:13])([F:12])[F:11])=[C:4]([C:15]2[CH:20]=[C:19]([OH:21])[N:18]=[CH:17][N:16]=2)[CH:3]=1.N[C@@H:23]1[C:39]2[CH:40]=[C:35]([CH:36]=[CH:37][N:38]=2)[C:34]2[N:33]([CH:41]([F:43])[F:42])[N:32]=[CH:31][C:30]=2[NH:29][C:28](=[O:44])[C@H:27]([CH3:45])[CH2:26][CH2:25][CH2:24]1, predict the reaction product. The product is: [Cl:1][C:2]1[CH:7]=[CH:6][C:5]([NH:8][C:9](=[O:14])[C:10]([F:13])([F:11])[F:12])=[C:4]([C:15]2[N:16]=[CH:17][N:18]([C@@H:23]3[C:39]4[CH:40]=[C:35]([CH:36]=[CH:37][N:38]=4)[C:34]4[N:33]([CH:41]([F:42])[F:43])[N:32]=[CH:31][C:30]=4[NH:29][C:28](=[O:44])[C@H:27]([CH3:45])[CH2:26][CH2:25][CH2:24]3)[C:19](=[O:21])[CH:20]=2)[CH:3]=1.